Dataset: Full USPTO retrosynthesis dataset with 1.9M reactions from patents (1976-2016). Task: Predict the reactants needed to synthesize the given product. (1) Given the product [CH3:28][Si:29]([CH3:31])([CH3:30])[C:2]1[CH:15]=[CH:14][C:13]2[C:4](=[CH:5][C:6]3[C:11]([CH:12]=2)=[CH:10][C:9]([Si:29]([CH3:31])([CH3:30])[CH3:28])=[CH:8][CH:7]=3)[CH:3]=1, predict the reactants needed to synthesize it. The reactants are: Br[C:2]1[CH:15]=[CH:14][C:13]2[C:4](=[CH:5][C:6]3[C:11]([CH:12]=2)=[CH:10][C:9](Br)=[CH:8][CH:7]=3)[CH:3]=1.C([Li])CCC.CCCCCC.[CH3:28][Si:29](Cl)([CH3:31])[CH3:30]. (2) Given the product [CH3:1][N:2]1[C:10]2[C:5](=[CH:6][CH:7]=[CH:8][CH:9]=2)[C:4]([CH3:11])=[C:3]1[CH2:12][N:13]([CH3:18])[C:14](=[O:17])/[CH:15]=[CH:16]/[C:20]1[CH:29]=[N:28][C:27]2[NH:26][C:25](=[O:30])[CH2:24][CH2:23][C:22]=2[CH:21]=1, predict the reactants needed to synthesize it. The reactants are: [CH3:1][N:2]1[C:10]2[C:5](=[CH:6][CH:7]=[CH:8][CH:9]=2)[C:4]([CH3:11])=[C:3]1[CH2:12][N:13]([CH3:18])[C:14](=[O:17])[CH:15]=[CH2:16].Br[C:20]1[CH:21]=[C:22]2[C:27](=[N:28][CH:29]=1)[NH:26][C:25](=[O:30])[CH2:24][CH2:23]2.CCN(C(C)C)C(C)C.C1(C)C=CC=CC=1P(C1C=CC=CC=1C)C1C=CC=CC=1C. (3) Given the product [C:16]1([C:2]2[C:3]3[C:8]([CH:9]=[C:10]4[C:15]=2[CH:14]=[CH:13][CH:12]=[CH:11]4)=[CH:7][CH:6]=[CH:5][CH:4]=3)[CH:21]=[CH:20][CH:19]=[CH:18][CH:17]=1, predict the reactants needed to synthesize it. The reactants are: Br[C:2]1[C:3]2[C:8]([CH:9]=[C:10]3[C:15]=1[CH:14]=[CH:13][CH:12]=[CH:11]3)=[CH:7][CH:6]=[CH:5][CH:4]=2.[C:16]1(B(O)O)[CH:21]=[CH:20][CH:19]=[CH:18][CH:17]=1.C(=O)([O-])[O-].[K+].[K+]. (4) Given the product [C:15]([NH:6][C:5]1[CH:7]=[CH:8][NH:1][C:2](=[O:3])[N:4]=1)(=[O:18])[CH2:16][CH3:17], predict the reactants needed to synthesize it. The reactants are: [NH:1]1[CH:8]=[CH:7][C:5]([NH2:6])=[N:4][C:2]1=[O:3].N1C=CC=CC=1.[C:15](O[C:15](=[O:18])[CH2:16][CH3:17])(=[O:18])[CH2:16][CH3:17]. (5) Given the product [C:10]([NH:1][C:2]1[CH:3]=[C:4]([CH:7]=[CH:8][CH:9]=1)[C:5]#[N:6])(=[O:12])[CH3:11], predict the reactants needed to synthesize it. The reactants are: [NH2:1][C:2]1[CH:3]=[C:4]([CH:7]=[CH:8][CH:9]=1)[C:5]#[N:6].[C:10](OC(=O)C)(=[O:12])[CH3:11]. (6) Given the product [C:1]1([S:7]([N:10]2[CH2:12][C@@H:11]([C:13]([N:15]3[CH2:16][CH2:17][N:18]([C:21]4[CH:26]=[C:25]([CH3:27])[CH:24]=[CH:23][C:22]=4[CH3:28])[CH2:19][CH2:20]3)=[O:14])[N:35]([CH2:34][CH2:33][CH2:32][I:29])[C:36]2=[O:37])(=[O:9])=[O:8])[CH:6]=[CH:5][CH:4]=[CH:3][CH:2]=1, predict the reactants needed to synthesize it. The reactants are: [C:1]1([S:7]([N@:10]2[CH2:12][CH:11]2[C:13]([N:15]2[CH2:20][CH2:19][N:18]([C:21]3[CH:26]=[C:25]([CH3:27])[CH:24]=[CH:23][C:22]=3[CH3:28])[CH2:17][CH2:16]2)=[O:14])(=[O:9])=[O:8])[CH:6]=[CH:5][CH:4]=[CH:3][CH:2]=1.[I-:29].[Na+].Br[CH2:32][CH2:33][CH2:34][N:35]=[C:36]=[O:37]. (7) Given the product [N+:1]([C:4]1[CH:5]=[CH:6][C:7]([CH2:10][OH:11])=[N:8][CH:9]=1)([O-:3])=[O:2], predict the reactants needed to synthesize it. The reactants are: [N+:1]([C:4]1[CH:5]=[CH:6][C:7]([CH:10]=[O:11])=[N:8][CH:9]=1)([O-:3])=[O:2].[BH4-].[Na+]. (8) Given the product [CH3:1][O:2][CH2:3][C:4]12[O:11][C:8]([CH2:12][O:13][CH3:14])([CH:9]=[CH:10]1)[CH2:7][C:6]([C:31]1[CH:36]=[CH:35][C:34]([NH2:37])=[CH:33][CH:32]=1)=[CH:5]2, predict the reactants needed to synthesize it. The reactants are: [CH3:1][O:2][CH2:3][C:4]12[O:11][C:8]([CH2:12][O:13][CH3:14])([CH:9]=[CH:10]1)[CH2:7][C:6](OS(C(F)(F)F)(=O)=O)=[CH:5]2.CC1(C)C(C)(C)OB([C:31]2[CH:36]=[CH:35][C:34]([NH2:37])=[CH:33][CH:32]=2)O1. (9) Given the product [CH3:12][CH2:8][CH2:1][CH2:2][CH2:3][CH3:4].[C:44]([O:46][CH2:47][CH3:50])(=[O:45])[CH3:28], predict the reactants needed to synthesize it. The reactants are: [CH2:1]([C@@H:8]1[CH2:12]OC(=O)N1C(=O)CC1C=CC(C(F)(F)F)=C(F)C=1)[C:2]1C=CC=[CH:4][CH:3]=1.[CH:28](N(C(C)C)CC)(C)C.COC1CCCN1[C:44]([O:46][C:47]([CH3:50])(C)C)=[O:45]. (10) Given the product [C:54](=[N:67][C:2]1[CH:3]=[CH:4][C:5]([F:17])=[C:6]([C@@:8]2([CH3:16])[NH:14][C:13](=[O:15])[CH2:12][CH2:11][O:10][CH2:9]2)[CH:7]=1)([C:61]1[CH:62]=[CH:63][CH:64]=[CH:65][CH:66]=1)[C:55]1[CH:60]=[CH:59][CH:58]=[CH:57][CH:56]=1, predict the reactants needed to synthesize it. The reactants are: Br[C:2]1[CH:3]=[CH:4][C:5]([F:17])=[C:6]([C@@:8]2([CH3:16])[NH:14][C:13](=[O:15])[CH2:12][CH2:11][O:10][CH2:9]2)[CH:7]=1.CC(C)([O-])C.[Na+].C(P(C(C)(C)C)C1C=CC=CC=1C1C(C(C)C)=CC(C(C)C)=CC=1C(C)C)(C)(C)C.[C:54](=[NH:67])([C:61]1[CH:66]=[CH:65][CH:64]=[CH:63][CH:62]=1)[C:55]1[CH:60]=[CH:59][CH:58]=[CH:57][CH:56]=1.